This data is from Forward reaction prediction with 1.9M reactions from USPTO patents (1976-2016). The task is: Predict the product of the given reaction. (1) Given the reactants CCN=C=N[CH2:6][CH2:7][CH2:8][N:9]([CH3:11])C.Cl.[CH:13]1[CH:14]=[CH:15][C:16]2N(O)N=N[C:17]=2[CH:18]=1.[Cl:23][C:24]1[C:25]([NH:35][C:36]([C:38]2[C:46]3[C:41](=[CH:42][CH:43]=[CH:44][CH:45]=3)[N:40]([CH3:47])[CH:39]=2)=[O:37])=[CH:26][C:27]([F:34])=[C:28]([CH2:30][C:31]([OH:33])=O)[CH:29]=1.[C:48]([O:51][CH2:52]C)(=[O:50])C.CN([CH:57]=[O:58])C, predict the reaction product. The product is: [Cl:23][C:24]1[C:25]([NH:35][C:36]([C:38]2[C:46]3[C:41](=[CH:42][CH:43]=[CH:44][CH:45]=3)[N:40]([CH3:47])[CH:39]=2)=[O:37])=[CH:26][C:27]([F:34])=[C:28]([CH2:30][C:31]([N:9]2[CH2:8][CH2:7][CH2:6][C@H:11]2[CH2:57][O:58][C@H:13]2[CH2:14][CH2:15][C@H:16]([C:48]([O:51][CH3:52])=[O:50])[CH2:17][CH2:18]2)=[O:33])[CH:29]=1. (2) Given the reactants [Cl:1][C:2]1[CH:3]=[N:4][C:5]2[N:6]([N:8]=[C:9]([C:11]([OH:13])=O)[CH:10]=2)[CH:7]=1.[NH:14]1[CH2:19][CH:18]=[C:17]([C:20]2[CH:25]=[CH:24][N:23]=[CH:22][CH:21]=2)[CH2:16][CH2:15]1, predict the reaction product. The product is: [Cl:1][C:2]1[CH:3]=[N:4][C:5]2[N:6]([N:8]=[C:9]([C:11]([N:23]3[CH2:22][CH:21]=[C:20]([C:17]4[CH:16]=[CH:15][N:14]=[CH:19][CH:18]=4)[CH2:25][CH2:24]3)=[O:13])[CH:10]=2)[CH:7]=1. (3) Given the reactants O=C1CCC(=O)N1O[C:9](=[O:25])[CH2:10][CH2:11][CH2:12][CH2:13][CH2:14][CH2:15][CH2:16][CH2:17][C:18]([O:20][C:21]([CH3:24])([CH3:23])[CH3:22])=[O:19].C(OC([NH:33][CH2:34][CH2:35][O:36][CH2:37][CH2:38][O:39][CH2:40][CH2:41][NH:42][C:43](=[O:49])[CH2:44][CH2:45][C:46]([OH:48])=[O:47])=O)(C)(C)C, predict the reaction product. The product is: [C:21]([O:20][C:18](=[O:19])[CH2:17][CH2:16][CH2:15][CH2:14][CH2:13][CH2:12][CH2:11][CH2:10][C:9](=[O:25])[NH:33][CH2:34][CH2:35][O:36][CH2:37][CH2:38][O:39][CH2:40][CH2:41][NH:42][C:43](=[O:49])[CH2:44][CH2:45][C:46]([OH:48])=[O:47])([CH3:22])([CH3:23])[CH3:24]. (4) Given the reactants [O:1]1[CH2:18][CH:2]1[CH2:3][CH2:4][CH2:5][CH2:6][CH2:7][CH2:8][CH2:9][O:10][C:11]([CH3:17])([CH3:16])[C:12]([O:14][CH3:15])=[O:13].[Cl-:19].[Li+].C(O)(=O)C, predict the reaction product. The product is: [Cl:19][CH2:18][CH:2]([OH:1])[CH2:3][CH2:4][CH2:5][CH2:6][CH2:7][CH2:8][CH2:9][O:10][C:11]([CH3:17])([CH3:16])[C:12]([O:14][CH3:15])=[O:13]. (5) Given the reactants [CH:1]([NH:4][C:5]([N:7]1[CH2:12][CH2:11][CH:10]([CH2:13][CH2:14][O:15][C:16]2[CH:26]=[CH:25][C:19]([C:20]([O:22]CC)=[O:21])=[CH:18][CH:17]=2)[CH2:9][CH2:8]1)=[O:6])([CH3:3])[CH3:2].[OH-].[Na+], predict the reaction product. The product is: [CH:1]([NH:4][C:5]([N:7]1[CH2:12][CH2:11][CH:10]([CH2:13][CH2:14][O:15][C:16]2[CH:17]=[CH:18][C:19]([C:20]([OH:22])=[O:21])=[CH:25][CH:26]=2)[CH2:9][CH2:8]1)=[O:6])([CH3:3])[CH3:2]. (6) Given the reactants F[C:2]1[CH:9]=[CH:8][C:5]([CH:6]=[O:7])=[CH:4][CH:3]=1.[CH3:10][O:11][C:12]1[CH:13]=[C:14]2[C:19](=[CH:20][CH:21]=1)[C:18]([OH:22])=[C:17]([C:23]1[CH:28]=[CH:27][C:26]([S:29][CH3:30])=[CH:25][CH:24]=1)[CH:16]=[CH:15]2.[H-].[Na+].C(OCC)(=O)C, predict the reaction product. The product is: [CH3:10][O:11][C:12]1[CH:13]=[C:14]2[C:19](=[CH:20][CH:21]=1)[C:18]([O:22][C:2]1[CH:9]=[CH:8][C:5]([CH:6]=[O:7])=[CH:4][CH:3]=1)=[C:17]([C:23]1[CH:28]=[CH:27][C:26]([S:29][CH3:30])=[CH:25][CH:24]=1)[CH:16]=[CH:15]2.